From a dataset of hERG potassium channel inhibition data for cardiac toxicity prediction from Karim et al.. Regression/Classification. Given a drug SMILES string, predict its toxicity properties. Task type varies by dataset: regression for continuous values (e.g., LD50, hERG inhibition percentage) or binary classification for toxic/non-toxic outcomes (e.g., AMES mutagenicity, cardiotoxicity, hepatotoxicity). Dataset: herg_karim. (1) The drug is O=C(NC1CCN(Cc2ccc(OCCCn3c(O)csc3=O)c(F)c2)CC1)c1cc(=O)c2ccc(F)cc2o1. The result is 1 (blocker). (2) The molecule is CC(C)Oc1ccc(NC(=O)c2cc(N(C)Cc3ccc(F)cc3)ncn2)cc1. The result is 1 (blocker). (3) The compound is O=C(CNc1n[nH]c2ccc(C(F)(F)F)cc12)NC1CN([C@H]2CC[C@@H](O)CC2)C1. The result is 0 (non-blocker). (4) The molecule is CCC[NH+]1C[C@H](CSC)C[C@H]2c3cccc4c3[C@H](C=N4)C[C@H]21. The result is 1 (blocker). (5) The drug is CCOC(=O)N1CCC(CN2CCC3(CC2)CN(C(N)=O)c2ncccc23)CC1. The result is 1 (blocker). (6) The compound is c1ccc(Oc2ccc(Cc3nc4ccccc4[nH]3)cc2)cc1. The result is 1 (blocker).